Task: Predict the reactants needed to synthesize the given product.. Dataset: Full USPTO retrosynthesis dataset with 1.9M reactions from patents (1976-2016) (1) Given the product [Br:1][C:2]1[CH:7]=[CH:6][C:5]([C:8]([CH:10]2[CH2:14][CH2:13][N:12]([CH3:15])[CH2:11]2)=[O:9])=[CH:4][CH:3]=1, predict the reactants needed to synthesize it. The reactants are: [Br:1][C:2]1[CH:7]=[CH:6][C:5]([C:8]([CH:10]2[CH2:14][CH2:13][NH:12][CH2:11]2)=[O:9])=[CH:4][CH:3]=1.[C:15](O)(=O)C.C=O.C(O[BH-](OC(=O)C)OC(=O)C)(=O)C.[Na+]. (2) Given the product [CH:8]1([CH2:11][O:12][C:13]2[CH:14]=[C:15]([C:16](=[O:17])[C:2]([CH3:7])([CH3:1])[C:3]([O:5][CH3:6])=[O:4])[CH:19]=[CH:20][C:21]=2[O:22][CH:23]([F:25])[F:24])[CH2:10][CH2:9]1, predict the reactants needed to synthesize it. The reactants are: [CH3:1][CH:2]([CH3:7])[C:3]([O:5][CH3:6])=[O:4].[CH:8]1([CH2:11][O:12][C:13]2[CH:14]=[C:15]([CH:19]=[CH:20][C:21]=2[O:22][CH:23]([F:25])[F:24])[C:16](Cl)=[O:17])[CH2:10][CH2:9]1. (3) The reactants are: [N:1]([CH2:4][CH:5]([C:7]1[CH:12]=[CH:11][CH:10]=[CH:9][CH:8]=1)[OH:6])=[N+:2]=[N-:3].[H-].[Na+].[C:15]([C:19]1[CH:26]=[CH:25][C:22]([CH2:23]Br)=[CH:21][CH:20]=1)([CH3:18])([CH3:17])[CH3:16]. Given the product [C:15]([C:19]1[CH:20]=[CH:21][C:22]([CH2:23][O:6][CH:5]([C:7]2[CH:12]=[CH:11][CH:10]=[CH:9][CH:8]=2)[CH2:4][N:1]=[N+:2]=[N-:3])=[CH:25][CH:26]=1)([CH3:18])([CH3:16])[CH3:17], predict the reactants needed to synthesize it.